This data is from Full USPTO retrosynthesis dataset with 1.9M reactions from patents (1976-2016). The task is: Predict the reactants needed to synthesize the given product. (1) Given the product [Cl:1][C:2]1[CH:3]=[C:4]([C:8]2[CH:9]=[C:10]([CH2:18][N:19]3[CH:23]=[N:22][C:21]([NH:24][CH3:27])=[N:20]3)[CH:11]=[N:12][C:13]=2[O:14][CH:15]([F:17])[F:16])[CH:5]=[CH:6][CH:7]=1, predict the reactants needed to synthesize it. The reactants are: [Cl:1][C:2]1[CH:3]=[C:4]([C:8]2[CH:9]=[C:10]([CH2:18][N:19]3[CH:23]=[N:22][C:21]([NH2:24])=[N:20]3)[CH:11]=[N:12][C:13]=2[O:14][CH:15]([F:17])[F:16])[CH:5]=[CH:6][CH:7]=1.C=O.[C:27](O[BH-](OC(=O)C)OC(=O)C)(=O)C.[Na+]. (2) The reactants are: C([O:4][C:5]1[CH:10]=[C:9]([C:11]#[N:12])[C:8](Br)=[C:7]([C:14]#[N:15])[C:6]=1[O:16]C(=O)C)(=O)C.[CH3:20][O:21][CH2:22]/[CH:23]=[CH:24]/B1OC(C)(C)C(C)(C)O1. Given the product [OH:16][C:6]1[C:5]([OH:4])=[CH:10][C:9]([C:11]#[N:12])=[C:8](/[CH:24]=[CH:23]/[CH2:22][O:21][CH3:20])[C:7]=1[C:14]#[N:15], predict the reactants needed to synthesize it.